This data is from Peptide-MHC class II binding affinity with 134,281 pairs from IEDB. The task is: Regression. Given a peptide amino acid sequence and an MHC pseudo amino acid sequence, predict their binding affinity value. This is MHC class II binding data. (1) The peptide sequence is LEAAVKQAYAATIAA. The MHC is DRB3_0202 with pseudo-sequence DRB3_0202. The binding affinity (normalized) is 0.337. (2) The binding affinity (normalized) is 0.0675. The MHC is HLA-DQA10501-DQB10301 with pseudo-sequence HLA-DQA10501-DQB10301. The peptide sequence is EVYEARLTKFKYLAG. (3) The peptide sequence is SMPFGKTPVLEIDGK. The MHC is DRB3_0101 with pseudo-sequence DRB3_0101. The binding affinity (normalized) is 0.0366. (4) The peptide sequence is KVFIDTIPNIMFFST. The MHC is DRB1_0401 with pseudo-sequence DRB1_0401. The binding affinity (normalized) is 0.644. (5) The peptide sequence is HISYVMLIFFV. The MHC is DRB4_0103 with pseudo-sequence DRB4_0103. The binding affinity (normalized) is 0. (6) The peptide sequence is IKTLKFDALSGSQEV. The MHC is DRB3_0101 with pseudo-sequence DRB3_0101. The binding affinity (normalized) is 0.561. (7) The peptide sequence is IQLVFSSMINPLVIT. The MHC is DRB1_0301 with pseudo-sequence DRB1_0301. The binding affinity (normalized) is 0.705. (8) The peptide sequence is IYECKGVTVKDVTIT. The MHC is HLA-DPA10201-DPB10501 with pseudo-sequence HLA-DPA10201-DPB10501. The binding affinity (normalized) is 0.119. (9) The peptide sequence is LNKMRAVWVDGKART. The MHC is DRB1_0301 with pseudo-sequence DRB1_0301. The binding affinity (normalized) is 0.515. (10) The peptide sequence is AVAANELGMLEKTKE. The MHC is DRB3_0101 with pseudo-sequence DRB3_0101. The binding affinity (normalized) is 0.175.